Predict the reactants needed to synthesize the given product. From a dataset of Full USPTO retrosynthesis dataset with 1.9M reactions from patents (1976-2016). (1) Given the product [C:14]([C:13]1[C:8]([C:5]2[CH:6]=[CH:7][C:2]([NH:31][CH2:30][C:29]3[CH:32]=[CH:33][C:26]([O:25][CH3:24])=[CH:27][CH:28]=3)=[N:3][CH:4]=2)=[N:9][C:10]([NH:16][C:17]2[CH:22]=[CH:21][C:20]([F:23])=[CH:19][CH:18]=2)=[N:11][CH:12]=1)#[N:15].[NH2:31][C:2]1[CH:7]=[CH:6][C:5]([C:8]2[C:13]([C:14]#[N:15])=[CH:12][N:11]=[C:10]([NH:16][C:17]3[CH:22]=[CH:21][C:20]([F:23])=[CH:19][CH:18]=3)[N:9]=2)=[CH:4][N:3]=1, predict the reactants needed to synthesize it. The reactants are: Cl[C:2]1[CH:7]=[CH:6][C:5]([C:8]2[C:13]([C:14]#[N:15])=[CH:12][N:11]=[C:10]([NH:16][C:17]3[CH:22]=[CH:21][C:20]([F:23])=[CH:19][CH:18]=3)[N:9]=2)=[CH:4][N:3]=1.[CH3:24][O:25][C:26]1[CH:33]=[CH:32][C:29]([CH2:30][NH2:31])=[CH:28][CH:27]=1. (2) Given the product [Cl:20][C:13]1[C:14]([F:19])=[CH:15][CH:16]=[C:17]([Cl:18])[C:12]=1[C@H:10]([O:9][C:4]1[C:5]([NH2:8])=[N:6][CH:7]=[C:2]([C:25]2[CH:26]=[CH:27][C:22]([P:33]([CH3:34])([CH3:32])=[O:35])=[CH:23][C:24]=2[F:31])[CH:3]=1)[CH3:11], predict the reactants needed to synthesize it. The reactants are: Br[C:2]1[CH:3]=[C:4]([O:9][C@@H:10]([C:12]2[C:17]([Cl:18])=[CH:16][CH:15]=[C:14]([F:19])[C:13]=2[Cl:20])[CH3:11])[C:5]([NH2:8])=[N:6][CH:7]=1.Br[C:22]1[CH:27]=[CH:26][C:25](B(O)O)=[C:24]([F:31])[CH:23]=1.[CH3:32][PH:33](=[O:35])[CH3:34]. (3) Given the product [F:1][C:2]1[CH:21]=[CH:20][C:5]2[C:6]([C:9]3[CH:10]=[CH:11][C:12]([O:15][CH2:16][C@@H:17]([OH:18])[CH2:19][N:26]4[CH2:25][CH2:24][C:23]([C:29]5[CH:34]=[CH:33][CH:32]=[CH:31][CH:30]=5)([OH:22])[CH2:28][CH2:27]4)=[CH:13][CH:14]=3)=[N:7][O:8][C:4]=2[CH:3]=1, predict the reactants needed to synthesize it. The reactants are: [F:1][C:2]1[CH:21]=[CH:20][C:5]2[C:6]([C:9]3[CH:14]=[CH:13][C:12]([O:15][CH2:16][C@@H:17]4[CH2:19][O:18]4)=[CH:11][CH:10]=3)=[N:7][O:8][C:4]=2[CH:3]=1.[OH:22][C:23]1([C:29]2[CH:34]=[CH:33][CH:32]=[CH:31][CH:30]=2)[CH2:28][CH2:27][NH:26][CH2:25][CH2:24]1. (4) Given the product [C:1]([C:5]1[CH:6]=[C:7]2[C:12](=[C:13]([F:15])[CH:14]=1)[C:11](=[O:16])[N:10]([C:17]1[C:18]([CH2:19][OH:20])=[C:21]([C:25]3[CH:30]=[C:29]([NH:31][C:32]4[CH:37]=[CH:36][N:35]=[C:34]([CH3:38])[N:33]=4)[C:28](=[O:39])[N:27]([CH3:40])[CH:26]=3)[CH:22]=[CH:23][N:24]=1)[N:9]=[CH:8]2)([CH3:4])([CH3:2])[CH3:3], predict the reactants needed to synthesize it. The reactants are: [C:1]([C:5]1[CH:6]=[C:7]2[C:12](=[C:13]([F:15])[CH:14]=1)[C:11](=[O:16])[N:10]([C:17]1[N:24]=[CH:23][CH:22]=[C:21]([C:25]3[CH:30]=[C:29]([NH:31][C:32]4[CH:37]=[CH:36][N:35]=[C:34]([CH3:38])[N:33]=4)[C:28](=[O:39])[N:27]([CH3:40])[CH:26]=3)[C:18]=1[CH:19]=[O:20])[N:9]=[CH:8]2)([CH3:4])([CH3:3])[CH3:2].[BH4-].[Na+]. (5) Given the product [Cl:8][C:9]1[CH:14]=[CH:13][C:12]([C:17]2([OH:16])[CH2:20][CH:19]([C:21]([OH:23])=[O:22])[CH2:18]2)=[CH:11][CH:10]=1, predict the reactants needed to synthesize it. The reactants are: [Cl-].[Li+].C([Mg]Cl)(C)C.[Cl:8][C:9]1[CH:14]=[CH:13][C:12](I)=[CH:11][CH:10]=1.[O:16]=[C:17]1[CH2:20][CH:19]([C:21]([OH:23])=[O:22])[CH2:18]1. (6) Given the product [CH2:25]([O:27][C:28](=[O:52])[CH:29]([C:37]1[CH:42]=[CH:41][C:40]([C:2]2[CH:7]=[CH:6][C:5]([C:8]3[O:12][N:11]=[C:10]([CH3:13])[C:9]=3[CH:14]([OH:24])[CH2:15][CH2:16][CH2:17][C:18]3[CH:23]=[CH:22][CH:21]=[CH:20][CH:19]=3)=[CH:4][CH:3]=2)=[CH:39][CH:38]=1)[CH2:30][C:31]1[CH:32]=[CH:33][CH:34]=[CH:35][CH:36]=1)[CH3:26], predict the reactants needed to synthesize it. The reactants are: Br[C:2]1[CH:7]=[CH:6][C:5]([C:8]2[O:12][N:11]=[C:10]([CH3:13])[C:9]=2[CH:14]([OH:24])[CH2:15][CH2:16][CH2:17][C:18]2[CH:23]=[CH:22][CH:21]=[CH:20][CH:19]=2)=[CH:4][CH:3]=1.[CH2:25]([O:27][C:28](=[O:52])[CH:29]([C:37]1[CH:42]=[CH:41][C:40](B2OC(C)(C)C(C)(C)O2)=[CH:39][CH:38]=1)[CH2:30][C:31]1[CH:36]=[CH:35][CH:34]=[CH:33][CH:32]=1)[CH3:26]. (7) The reactants are: [C:1]([O-:4])(=[O:3])[CH3:2].[Cr+3:5].[C:6]([O-:9])(=[O:8])[CH3:7].[C:10]([O-:13])(=[O:12])[CH3:11].B(O)(O)O.[Cr].[Al:19].[Cr]. Given the product [C:1]([O-:4])(=[O:3])[CH3:2].[Cr+3:5].[C:6]([O-:9])(=[O:8])[CH3:7].[C:10]([O-:13])(=[O:12])[CH3:11].[C:1]([O-:4])(=[O:3])[CH3:2].[Al+3:19].[C:1]([O-:4])(=[O:3])[CH3:2].[C:1]([O-:4])(=[O:3])[CH3:2], predict the reactants needed to synthesize it. (8) Given the product [CH3:1][O:2][C:3]([C@H:5]1[N:9]2[C:10](=[O:33])[C:11]([CH2:31][NH2:32])=[C:12]([CH2:20][C:21]3[C:30]4[C:25](=[CH:26][CH:27]=[CH:28][CH:29]=4)[CH:24]=[CH:23][CH:22]=3)[C:13]([CH:14]3[CH2:18][CH2:19]3)=[C:8]2[S:7][CH2:6]1)=[O:4], predict the reactants needed to synthesize it. The reactants are: [CH3:1][O:2][C:3]([C@H:5]1[N:9]2[C:10](=[O:33])[C:11]([CH2:31][NH2:32])=[C:12]([CH2:20][C:21]3[C:30]4[C:25](=[CH:26][CH:27]=[CH:28][CH:29]=4)[CH:24]=[CH:23][CH:22]=3)[C:13]([C:14]3[CH:19]=[CH:18]C=CC=3)=[C:8]2[S:7][CH2:6]1)=[O:4].COC([C@H]1N2C(=O)C(C#N)=C(CC3C4C(=CC=CC=4)C=CC=3)C(C3C=CC=CC=3)=C2SC1)=O.COC(C1N2C(=O)C(C#N)=C(CC3C4C(=CC=CC=4)C=CC=3)C(C3CC3)=C2SC1)=O. (9) The reactants are: [F:1][CH:2]1[CH:7]([C:8]2[CH:13]=[CH:12][N:11]=[CH:10][C:9]=2[N+:14]([O-:16])=[O:15])[O:6][CH:5]([CH3:17])[C:4]([OH:19])([CH3:18])[C:3]1=[O:20].[BH4-].[Na+].O. Given the product [F:1][CH:2]1[CH:7]([C:8]2[CH:13]=[CH:12][N:11]=[CH:10][C:9]=2[N+:14]([O-:16])=[O:15])[O:6][CH:5]([CH3:17])[C:4]([CH3:18])([OH:19])[CH:3]1[OH:20], predict the reactants needed to synthesize it.